This data is from Reaction yield outcomes from USPTO patents with 853,638 reactions. The task is: Predict the reaction yield, written as a fraction of the theoretical maximum amount of product (1.0 means a 100% yield; for example, 0.34 means a 34% yield). The reactants are CC(C)([O-])C.[K+].[Cl:7][C:8]1[CH:9]=[C:10]([OH:14])[CH:11]=[CH:12][CH:13]=1.[CH2:15]([O:17][C:18](=[O:23])[CH:19]=[C:20](Cl)[CH3:21])[CH3:16]. The catalyst is O1CCCC1. The product is [CH2:15]([O:17][C:18](=[O:23])/[CH:19]=[C:20](/[O:14][C:10]1[CH:11]=[CH:12][CH:13]=[C:8]([Cl:7])[CH:9]=1)\[CH3:21])[CH3:16]. The yield is 0.400.